This data is from hERG Central: cardiac toxicity at 1µM, 10µM, and general inhibition. The task is: Predict hERG channel inhibition at various concentrations. (1) The molecule is Cc1ccc2nc(C)c3c(c2c1)N(c1ccccc1)CC3. Results: hERG_inhib (hERG inhibition (general)): blocker. (2) The molecule is CCCCCn1c(-c2ccco2)nc2nc3ccccc3nc21. Results: hERG_inhib (hERG inhibition (general)): blocker. (3) The molecule is O=C(COc1ccc(Br)cc1)N1CCN(Cc2c[nH]c3ccccc23)CC1.O=C(O)C(=O)O. Results: hERG_inhib (hERG inhibition (general)): blocker. (4) The compound is O=C(NCc1ccccc1)C1=C[C@@H](c2csc3ccccc23)C[C@@H](OCCCCO)O1. Results: hERG_inhib (hERG inhibition (general)): blocker. (5) The molecule is COc1cccc(CNC(=O)C(=O)N2CCC3(CC2)OCCN3S(=O)(=O)c2ccc(C)cc2)c1. Results: hERG_inhib (hERG inhibition (general)): blocker. (6) The drug is CCCn1cc(CN2CCCC(C(=O)c3ccc4c(c3)OCO4)C2)c(C)n1. Results: hERG_inhib (hERG inhibition (general)): blocker. (7) The compound is Cc1ccc(S(=O)(=O)N2CCOCC2)cc1NC(=O)CSc1ccc(Cl)cc1. Results: hERG_inhib (hERG inhibition (general)): blocker.